This data is from Full USPTO retrosynthesis dataset with 1.9M reactions from patents (1976-2016). The task is: Predict the reactants needed to synthesize the given product. (1) Given the product [CH:19]1[C:20]2[C:25](=[CH:24][CH:23]=[CH:22][CH:21]=2)[CH:26]=[CH:27][C:18]=1[C:15]1[CH:16]=[CH:17][C:12]([CH2:11][C:10]([OH:28])=[O:9])=[CH:13][CH:14]=1, predict the reactants needed to synthesize it. The reactants are: [OH-].[Li+].O1CCCC1.C[O:9][C:10](=[O:28])[CH2:11][C:12]1[CH:17]=[CH:16][C:15]([C:18]2[CH:27]=[CH:26][C:25]3[C:20](=[CH:21][CH:22]=[CH:23][CH:24]=3)[CH:19]=2)=[CH:14][CH:13]=1.Cl. (2) The reactants are: [NH2:1][C:2]1[N:11]=[C:10]([NH2:12])[C:9]([Cl:13])=[CH:8][C:3]=1[C:4]([O:6][CH3:7])=[O:5].Br[CH2:15][C:16](=O)[CH2:17][CH3:18]. Given the product [NH2:12][C:10]1[N:11]2[CH:15]=[C:16]([CH2:17][CH3:18])[N:1]=[C:2]2[C:3]([C:4]([O:6][CH3:7])=[O:5])=[CH:8][C:9]=1[Cl:13], predict the reactants needed to synthesize it. (3) Given the product [C:6]([C:7]1[CH:12]=[CH:11][C:10]([C:13]#[CH:14])=[CH:9][CH:8]=1)#[CH:5], predict the reactants needed to synthesize it. The reactants are: C[Si]([C:5]#[C:6][C:7]1[CH:12]=[CH:11][C:10]([C:13]#[C:14][Si](C)(C)C)=[CH:9][CH:8]=1)(C)C.CO.[OH-].[K+]. (4) Given the product [Cl:23][C:24]1[CH:29]=[C:28]([C:2]2[CH:3]=[C:4]([NH:14][C:15](=[O:22])[C:16]3[CH:21]=[CH:20][CH:19]=[N:18][CH:17]=3)[CH:5]=[N:6][C:7]=2[O:8][CH2:9][C:10]([F:13])([F:12])[F:11])[CH:27]=[CH:26][CH:25]=1, predict the reactants needed to synthesize it. The reactants are: Br[C:2]1[CH:3]=[C:4]([NH:14][C:15](=[O:22])[C:16]2[CH:21]=[CH:20][CH:19]=[N:18][CH:17]=2)[CH:5]=[N:6][C:7]=1[O:8][CH2:9][C:10]([F:13])([F:12])[F:11].[Cl:23][C:24]1[CH:25]=[C:26](B(O)O)[CH:27]=[CH:28][CH:29]=1. (5) The reactants are: [C:1]([N:4]1[C:12]2[C:11]([Cl:13])=[CH:10][C:9]([Cl:14])=[C:8]3[CH2:15][CH2:16][N:17](C(OC(C)(C)C)=O)[CH2:18][CH:6]([C:7]=23)[CH2:5]1)(=[O:3])[CH3:2].Cl.C(OCC)(=O)C.C(=O)(O)[O-].[Na+]. Given the product [Cl:14][C:9]1[CH:10]=[C:11]([Cl:13])[C:12]2[N:4]([C:1](=[O:3])[CH3:2])[CH2:5][CH:6]3[CH2:18][NH:17][CH2:16][CH2:15][C:8]=1[C:7]=23, predict the reactants needed to synthesize it. (6) Given the product [CH3:19][C:18]1[C:13]([C:10]2[CH:11]=[CH:12][C:7]([OH:6])=[CH:8][C:9]=2[CH3:21])=[C:14]([CH3:20])[N:15]=[CH:16][N:17]=1, predict the reactants needed to synthesize it. The reactants are: B(Br)(Br)Br.C[O:6][C:7]1[CH:12]=[CH:11][C:10]([C:13]2[C:14]([CH3:20])=[N:15][CH:16]=[N:17][C:18]=2[CH3:19])=[C:9]([CH3:21])[CH:8]=1.C(=O)(O)[O-].[Na+]. (7) The reactants are: Cl[C:2]1[CH:7]=[N:6][C:5]([CH3:8])=[CH:4][N:3]=1.[C:9]([N:12]1[C:21]2[C:16](=[CH:17][C:18]([C:22]([NH:24][CH3:25])=[O:23])=[CH:19][CH:20]=2)[CH:15]([NH2:26])[CH:14]([CH3:27])[CH:13]1[CH:28]1[CH2:30][CH2:29]1)(=[O:11])[CH3:10].CC(C)([O-])C.[Na+].CN(C1C(C2C(P(C3CCCCC3)C3CCCCC3)=CC=CC=2)=CC=CC=1)C. Given the product [C:9]([N:12]1[C:21]2[C:16](=[CH:17][C:18]([C:22]([NH:24][CH3:25])=[O:23])=[CH:19][CH:20]=2)[CH:15]([NH:26][C:2]2[CH:7]=[N:6][C:5]([CH3:8])=[CH:4][N:3]=2)[CH:14]([CH3:27])[CH:13]1[CH:28]1[CH2:29][CH2:30]1)(=[O:11])[CH3:10], predict the reactants needed to synthesize it.